From a dataset of Full USPTO retrosynthesis dataset with 1.9M reactions from patents (1976-2016). Predict the reactants needed to synthesize the given product. (1) Given the product [Cl:7][C:6]1[CH:5]=[CH:4][S:3][C:2]=1[C:21]1[C:20]([CH3:23])=[N:19][N:18]2[C:13]([CH:10]([CH2:8][CH3:9])[CH2:11][CH3:12])=[CH:14][C:15]([CH3:24])=[N:16][C:17]=12, predict the reactants needed to synthesize it. The reactants are: Br[C:2]1[S:3][CH:4]=[CH:5][C:6]=1[Cl:7].[CH2:8]([CH:10]([C:13]1[N:18]2[N:19]=[C:20]([CH3:23])[C:21](I)=[C:17]2[N:16]=[C:15]([CH3:24])[CH:14]=1)[CH2:11][CH3:12])[CH3:9]. (2) Given the product [CH3:45][O:49][C:17]1[CH:18]=[CH:19][C:14]([C@@:24]23[C:40](=[O:42])[CH2:32][CH2:33][CH2:34][C:39]2=[C:6]([CH3:7])[C:10](=[O:11])[CH2:8][CH2:9]3)=[CH:15][CH:16]=1, predict the reactants needed to synthesize it. The reactants are: C(N([CH2:6][CH3:7])CC)C.[CH:8]([C:10](CC)=[O:11])=[CH2:9].[C:14]1([CH3:24])[CH:19]=[CH:18][C:17](S([O-])(=O)=O)=[CH:16][CH:15]=1.[NH+]1C=CC=CC=1.N[C@H:32]([C:40]([OH:42])=O)[CH2:33][C:34]1[CH:39]=CC=CC=1.[Cl-].[NH4+].[C:45]([O:49]C)(C)(C)C. (3) Given the product [NH2:23][C:24]([CH3:25])([CH3:26])[C:27]([NH:28][C@H:29]1[CH2:34][CH2:33][CH2:32][N:31]([CH2:35][C:36]2[CH:41]=[CH:40][C:39]([C:42]([NH:43][CH2:44][C:45]3[CH:50]=[C:49]([Cl:51])[CH:48]=[CH:47][C:46]=3[S:52]([CH2:55][CH3:56])(=[O:54])=[O:53])=[O:57])=[CH:38][C:37]=2[C:58]([F:59])([F:60])[F:61])[CH2:30]1)=[O:62], predict the reactants needed to synthesize it. The reactants are: N1CCCCC1.C1C2C(COC(=O)[NH:23][C:24]([C:27](=[O:62])[NH:28][C@H:29]3[CH2:34][CH2:33][CH2:32][N:31]([CH2:35][C:36]4[CH:41]=[CH:40][C:39]([C:42](=[O:57])[NH:43][CH2:44][C:45]5[CH:50]=[C:49]([Cl:51])[CH:48]=[CH:47][C:46]=5[S:52]([CH2:55][CH3:56])(=[O:54])=[O:53])=[CH:38][C:37]=4[C:58]([F:61])([F:60])[F:59])[CH2:30]3)([CH3:26])[CH3:25])C3C(=CC=CC=3)C=2C=CC=1. (4) Given the product [CH:47]1([C@@:53]([C:56]([O:58][CH3:59])=[O:57])([CH3:55])[NH:54][C:43]([C:34]2[C:33]([NH:32][C:30]([O:29][C:25]([CH3:26])([CH3:28])[CH3:27])=[O:31])=[CH:42][C:41]3[C:36](=[CH:37][CH:38]=[CH:39][CH:40]=3)[CH:35]=2)=[O:44])[CH2:52][CH2:51][CH2:50][CH2:49][CH2:48]1, predict the reactants needed to synthesize it. The reactants are: CN(C(ON1N=NC2C=CC=NC1=2)=[N+](C)C)C.F[P-](F)(F)(F)(F)F.[C:25]([O:29][C:30]([NH:32][C:33]1[C:34]([C:43](O)=[O:44])=[CH:35][C:36]2[C:41]([CH:42]=1)=[CH:40][CH:39]=[CH:38][CH:37]=2)=[O:31])([CH3:28])([CH3:27])[CH3:26].Cl.[CH:47]1([C@@:53]([C:56]([O:58][CH3:59])=[O:57])([CH3:55])[NH2:54])[CH2:52][CH2:51][CH2:50][CH2:49][CH2:48]1.C(N(C(C)C)CC)(C)C. (5) Given the product [Br:19][CH2:20][CH2:21][C:1]1[C:13]2[CH2:12][C:11]3[C:6](=[CH:7][CH:8]=[CH:9][CH:10]=3)[C:5]=2[CH:4]=[CH:3][CH:2]=1, predict the reactants needed to synthesize it. The reactants are: [CH:1]1[C:13]2[CH2:12][C:11]3[C:6](=[CH:7][CH:8]=[CH:9][CH:10]=3)[C:5]=2[CH:4]=[CH:3][CH:2]=1.C([Li])CCC.[Br:19][CH:20](Br)[CH3:21]. (6) Given the product [CH2:21]([CH:23]([CH2:26][CH3:27])[CH:24]([C:15]1[N:11]([S:8]([C:5]2[CH:6]=[CH:7][C:2]([CH3:1])=[CH:3][CH:4]=2)(=[O:10])=[O:9])[N:12]=[CH:13][CH:14]=1)[OH:25])[CH3:22], predict the reactants needed to synthesize it. The reactants are: [CH3:1][C:2]1[CH:7]=[CH:6][C:5]([S:8]([N:11]2[CH:15]=[CH:14][CH:13]=[N:12]2)(=[O:10])=[O:9])=[CH:4][CH:3]=1.C([Li])(C)(C)C.[CH2:21]([CH:23]([CH2:26][CH3:27])[CH:24]=[O:25])[CH3:22]. (7) Given the product [C:33]([C:30]1([NH:29][C:17]([C@@H:15]2[CH2:16][CH:12]([S:9]([C:3]3[CH:4]=[CH:5][C:6]([F:8])=[CH:7][C:2]=3[Cl:1])(=[O:11])=[O:10])[CH2:13][C@H:14]2[CH2:20][O:21][C:22]2[CH:27]=[CH:26][C:25]([F:28])=[CH:24][CH:23]=2)=[O:19])[CH2:32][CH2:31]1)#[N:34], predict the reactants needed to synthesize it. The reactants are: [Cl:1][C:2]1[CH:7]=[C:6]([F:8])[CH:5]=[CH:4][C:3]=1[S:9]([CH:12]1[CH2:16][C@@H:15]([C:17]([OH:19])=O)[C@H:14]([CH2:20][O:21][C:22]2[CH:27]=[CH:26][C:25]([F:28])=[CH:24][CH:23]=2)[CH2:13]1)(=[O:11])=[O:10].[NH2:29][C:30]1([C:33]#[N:34])[CH2:32][CH2:31]1.